From a dataset of Catalyst prediction with 721,799 reactions and 888 catalyst types from USPTO. Predict which catalyst facilitates the given reaction. Reactant: [F:1][C:2]1[CH:3]=[C:4]([C:9]2[CH:14]=[CH:13][CH:12]=[CH:11][C:10]=2[S:15]([CH3:18])(=[O:17])=[O:16])[CH:5]=[CH:6][C:7]=1[NH2:8].C(N(CC)CC)C.[Br:26][CH2:27][C:28](Cl)=[O:29]. Product: [Br:26][CH2:27][C:28]([NH:8][C:7]1[CH:6]=[CH:5][C:4]([C:9]2[CH:14]=[CH:13][CH:12]=[CH:11][C:10]=2[S:15]([CH3:18])(=[O:17])=[O:16])=[CH:3][C:2]=1[F:1])=[O:29]. The catalyst class is: 317.